Dataset: Antibody paratope prediction from SAbDab with 1,023 antibody chains. Task: Token-level Classification. Given an antibody amino acid sequence, predict which amino acid positions are active in antigen binding. Output is a list of indices for active paratope positions. (1) Given the antibody sequence: QVQLVESGGGLVQPGGSLRLSCAASGFTVSSNYMSWVRQAPGKGLEWVSVIYSGGSTYYADSVKGRFTISRDNSKNTLYLQMNSLRAEDTAVYYCAREGRGDSFVYWGKGTLVTVSS, which amino acid positions are active in antigen binding (paratope)? The paratope positions are: [82, 83, 84, 103]. (2) Given the antibody sequence: QSALTQPASVSGSPGQSITISCTGTSSDIGAYNYVSWYQQYPGKAPKLLIYDVSNRPSGISNRFSGSKSGDTASLTISGLQAEDEADYYCSSFANSGPLFGGGTKVTVL, which amino acid positions are active in antigen binding (paratope)? The paratope positions are: [29, 30, 31]. (3) Given the antibody sequence: EVQLQQSGPELVKPGASVKISCKASGYSFIGYYIHWVKQSPEKSLEWIGEINPRTGDTTYNQKFKAKATLTVDKSSSTAYMQLTSLTSEDSAVYYCTKRINWALDYWGQGTTLTVSS, which amino acid positions are active in antigen binding (paratope)? The paratope positions are: [52, 83, 84, 85]. (4) Given the antibody sequence: VQLVESGPGLVKPLETLSLTCAVPGGSIRRNYWSWIRQPPGKGLEWIGHSYGSGGSTNYNPSLESRVTLSVDTSKNLFSLKLTSVTAADTAVYYCARTVWYYTSGTHYFDHWGQGVLVTVSS, which amino acid positions are active in antigen binding (paratope)? The paratope positions are: [51, 82, 83, 84, 103, 104, 105, 106, 107, 108]. (5) Given the antibody sequence: EVQLQQSGAELVRAGSSVKMSCKASGYTFTSYGINWVKQRPGQGLEWIGYINPGNGYTKYNEKFKGKTTLTVDKSSSTAYMQLRSLTSEDSAVYFCARSVYYGGSYYFDYWGQGTTLTVSS, which amino acid positions are active in antigen binding (paratope)? The paratope positions are: [52, 83, 84, 85, 104, 105, 106, 107]. (6) Given the antibody sequence: QVTLKESGGGLVKPGGSLRLSCAASGFTFSSYSMNWVRQAPGKGLEWVSSISSSSSYIYYADSVKGRFTISRDNAKNSLYLQMNSLRAEDTAVYYCARQVGATWAFDIWGQGTLVTVS, which amino acid positions are active in antigen binding (paratope)? The paratope positions are: [52, 83, 84, 85, 104, 105]. (7) The paratope positions are: [52, 53, 54, 85, 86, 87]. Given the antibody sequence: EVQLEESGGRLVQPKGSLKLSCAASGFSFNTNAMNWVRQAPGKGLEWVARIRSKINNYSTYYADSVKDRFTISRDDSQSMLYLQMNNLKTEDTAMYYCVRGTTYWGQGTLVTVS, which amino acid positions are active in antigen binding (paratope)?